This data is from Full USPTO retrosynthesis dataset with 1.9M reactions from patents (1976-2016). The task is: Predict the reactants needed to synthesize the given product. Given the product [C:7]1([C:5]2[N:6]=[C:2]([NH:1][C:22]([NH:21][C:13](=[O:20])[C:14]3[CH:15]=[CH:16][CH:17]=[CH:18][CH:19]=3)=[S:23])[S:3][CH:4]=2)[CH:12]=[CH:11][CH:10]=[CH:9][CH:8]=1, predict the reactants needed to synthesize it. The reactants are: [NH2:1][C:2]1[S:3][CH:4]=[C:5]([C:7]2[CH:12]=[CH:11][CH:10]=[CH:9][CH:8]=2)[N:6]=1.[C:13]([N:21]=[C:22]=[S:23])(=[O:20])[C:14]1[CH:19]=[CH:18][CH:17]=[CH:16][CH:15]=1.